This data is from Forward reaction prediction with 1.9M reactions from USPTO patents (1976-2016). The task is: Predict the product of the given reaction. (1) Given the reactants [Cl:1][C:2]1[CH:9]=[C:8]([N:10]([CH2:16][C:17]2[CH:22]=[CH:21][CH:20]=[CH:19][CH:18]=2)[C@H:11]2[CH2:15][CH2:14][NH:13][CH2:12]2)[CH:7]=[CH:6][C:3]=1[C:4]#[N:5].[CH2:23]([S:26](Cl)(=[O:28])=[O:27])[CH2:24][CH3:25], predict the reaction product. The product is: [Cl:1][C:2]1[CH:9]=[C:8]([N:10]([CH2:16][C:17]2[CH:18]=[CH:19][CH:20]=[CH:21][CH:22]=2)[C@H:11]2[CH2:15][CH2:14][N:13]([S:26]([CH2:23][CH2:24][CH3:25])(=[O:28])=[O:27])[CH2:12]2)[CH:7]=[CH:6][C:3]=1[C:4]#[N:5]. (2) Given the reactants CC(C)([O-])C.[Na+].Cl[C:8]1[C:13]([CH2:14][N:15]([CH3:24])[CH2:16][CH:17]([CH:19]2[CH2:23][CH2:22][CH2:21][O:20]2)[OH:18])=[C:12]([CH3:25])[CH:11]=[C:10]([Cl:26])[N:9]=1, predict the reaction product. The product is: [Cl:26][C:10]1[CH:11]=[C:12]([CH3:25])[C:13]2[CH2:14][N:15]([CH3:24])[CH2:16][CH:17]([CH:19]3[CH2:23][CH2:22][CH2:21][O:20]3)[O:18][C:8]=2[N:9]=1. (3) The product is: [NH2:20][C:17]1[CH:16]=[CH:15][C:14]([CH2:13][P:6](=[O:12])([O:5][CH2:4][CH2:3][O:2][CH3:1])[O:7][CH2:8][CH2:9][O:10][CH3:11])=[CH:19][CH:18]=1. Given the reactants [CH3:1][O:2][CH2:3][CH2:4][O:5][P:6]([CH2:13][C:14]1[CH:19]=[CH:18][C:17]([N+:20]([O-])=O)=[CH:16][CH:15]=1)(=[O:12])[O:7][CH2:8][CH2:9][O:10][CH3:11].[H][H], predict the reaction product. (4) Given the reactants [CH3:1][NH:2][C:3](=[O:15])[C:4](=[O:14])[CH2:5][CH2:6][CH2:7][CH2:8][CH2:9][CH2:10][C:11]([OH:13])=O.C1(N=C=NC2CCCCC2)CCCCC1.OC1C2N=NNC=2C=CC=1.[S:41]1[CH:45]=[CH:44][CH:43]=[C:42]1[C:46]([NH:48][NH2:49])=[O:47], predict the reaction product. The product is: [CH3:1][NH:2][C:3](=[O:15])[C:4](=[O:14])[CH2:5][CH2:6][CH2:7][CH2:8][CH2:9][CH2:10][C:11](=[O:13])[NH:49][NH:48][C:46]([C:42]1[S:41][CH:45]=[CH:44][CH:43]=1)=[O:47]. (5) Given the reactants [CH3:1][N:2]1[CH2:7][CH2:6][NH:5][CH2:4][CH2:3]1.Cl[C:9]1[CH:10]=[CH:11][C:12]([N+:16]([O-])=O)=[C:13]([NH2:15])[CH:14]=1.C([O-])([O-])=O.[K+].[K+].CN(C=O)C, predict the reaction product. The product is: [CH3:1][N:2]1[CH2:7][CH2:6][N:5]([C:10]2[CH:11]=[C:12]([NH2:16])[C:13]([NH2:15])=[CH:14][CH:9]=2)[CH2:4][CH2:3]1. (6) Given the reactants [NH2:1][CH2:2][C:3]1[CH:4]=[C:5]([C:9]2[CH:10]=[C:11]([NH:18][C:19]3[CH:24]=[CH:23][CH:22]=[C:21]([N:25]4[CH2:29][CH2:28][CH2:27][CH:26]4[CH3:30])[N:20]=3)[C:12]3[N:13]([CH:15]=[CH:16][N:17]=3)[N:14]=2)[CH:6]=[CH:7][CH:8]=1.O=[C:32]1[CH2:37][CH2:36][N:35]([C:38]([O:40][C:41]([CH3:44])([CH3:43])[CH3:42])=[O:39])[CH2:34][CH2:33]1.[BH-](OC(C)=O)(OC(C)=O)OC(C)=O.[Na+].CC(O)=O, predict the reaction product. The product is: [CH3:30][CH:26]1[CH2:27][CH2:28][CH2:29][N:25]1[C:21]1[N:20]=[C:19]([NH:18][C:11]2[C:12]3[N:13]([CH:15]=[CH:16][N:17]=3)[N:14]=[C:9]([C:5]3[CH:4]=[C:3]([CH:8]=[CH:7][CH:6]=3)[CH2:2][NH:1][CH:32]3[CH2:37][CH2:36][N:35]([C:38]([O:40][C:41]([CH3:44])([CH3:43])[CH3:42])=[O:39])[CH2:34][CH2:33]3)[CH:10]=2)[CH:24]=[CH:23][CH:22]=1.